From a dataset of KCNQ2 potassium channel screen with 302,405 compounds. Binary Classification. Given a drug SMILES string, predict its activity (active/inactive) in a high-throughput screening assay against a specified biological target. The drug is Clc1c(cc(/N=C2\S\C(C(=O)N2C)=C/c2oc(c3c([N+]([O-])=O)cccc3)cc2)cc1)C(O)=O. The result is 0 (inactive).